From a dataset of CYP2C9 inhibition data for predicting drug metabolism from PubChem BioAssay. Regression/Classification. Given a drug SMILES string, predict its absorption, distribution, metabolism, or excretion properties. Task type varies by dataset: regression for continuous measurements (e.g., permeability, clearance, half-life) or binary classification for categorical outcomes (e.g., BBB penetration, CYP inhibition). Dataset: cyp2c9_veith. (1) The drug is CC1=NC(C)(C)Cc2ccccc21.O=C(O)c1ccccc1O. The result is 0 (non-inhibitor). (2) The drug is COc1ccccc1CN1CC[C@@]2(CCCN(C(C)=O)C2)C1. The result is 0 (non-inhibitor). (3) The molecule is Cc1nc2cnc(N3CCOCC3)nc2n(CCC#N)c1=O. The result is 0 (non-inhibitor). (4) The drug is COc1cc2ccc([C@H](C)NCC#N)cc2cc1OC. The result is 0 (non-inhibitor). (5) The result is 1 (inhibitor). The molecule is N#CC1=C(N)OC2=C(CC/C2=C\c2ccccc2)C1c1ccccc1. (6) The molecule is Nc1ccccc1O.O.O=C(O)[C@H]1O[Sb]O[C@H]1C(=O)O. The result is 0 (non-inhibitor). (7) The molecule is CCCC(=O)Nc1sc(C)c(-c2ccc(C(C)CC)cc2)c1C#N. The result is 0 (non-inhibitor).